This data is from Catalyst prediction with 721,799 reactions and 888 catalyst types from USPTO. The task is: Predict which catalyst facilitates the given reaction. (1) Reactant: [Cl-].[Li+].[Si:3]([O:10][C@@H:11]([CH3:21])[C:12](=[O:20])[CH2:13]P(=O)(OC)OC)([C:6]([CH3:9])([CH3:8])[CH3:7])([CH3:5])[CH3:4].C(N(C(C)C)C(C)C)C.[CH:31](=O)[CH2:32][CH2:33][CH2:34][CH3:35]. Product: [Si:3]([O:10][C@H:11]([C:12](=[O:20])/[CH:13]=[CH:31]/[CH2:32][CH2:33][CH2:34][CH3:35])[CH3:21])([C:6]([CH3:9])([CH3:8])[CH3:7])([CH3:5])[CH3:4]. The catalyst class is: 10. (2) Reactant: [C:1]([O:5][C:6]([N:8]1[CH2:13][CH2:12][CH:11]([O:14][C:15]2[C:16]([CH3:25])=[C:17]([CH:21]=[C:22]([Cl:24])[CH:23]=2)[C:18]([OH:20])=O)[CH2:10][CH2:9]1)=[O:7])([CH3:4])([CH3:3])[CH3:2].Cl.[NH2:27][CH2:28][C:29]1[C:34](=[O:35])[CH:33]=[C:32]([CH3:36])[NH:31][C:30]=1[CH3:37].ON1C2N=CC=CC=2N=N1.C(Cl)CCl.CN1CCOCC1. Product: [Cl:24][C:22]1[CH:21]=[C:17]([C:18](=[O:20])[NH:27][CH2:28][C:29]2[C:34](=[O:35])[CH:33]=[C:32]([CH3:36])[NH:31][C:30]=2[CH3:37])[C:16]([CH3:25])=[C:15]([CH:23]=1)[O:14][CH:11]1[CH2:12][CH2:13][N:8]([C:6]([O:5][C:1]([CH3:4])([CH3:2])[CH3:3])=[O:7])[CH2:9][CH2:10]1. The catalyst class is: 9. (3) Reactant: [N+:1]([C:4]1[CH:12]=[CH:11][C:7]2[N:8]=[CH:9][NH:10][C:6]=2[CH:5]=1)([O-:3])=[O:2].[CH3:13][CH2:14][Mg+].[Br-].ClC1C(=O)C(Cl)=C(Cl)C(=O)C=1Cl.CCOC(C)=O. Product: [CH2:13]([C:5]1[C:6]2[NH:10][CH:9]=[N:8][C:7]=2[CH:11]=[CH:12][C:4]=1[N+:1]([O-:3])=[O:2])[CH3:14]. The catalyst class is: 1.